Dataset: Forward reaction prediction with 1.9M reactions from USPTO patents (1976-2016). Task: Predict the product of the given reaction. (1) Given the reactants [CH2:1]([N:3]1[C:11]2[C:6](=[CH:7][C:8]([C:12]3[NH:13][C:14]4[N:15]([N:19]=[CH:20][C:21]=4[C:22]([NH2:24])=[O:23])[C:16](=[O:18])[CH:17]=3)=[CH:9][CH:10]=2)[CH:5]=[N:4]1)[CH3:2].Br[CH2:26][CH:27](OCC)OCC.CC1C=CC(S(O)(=O)=O)=CC=1, predict the reaction product. The product is: [CH2:1]([N:3]1[C:11]2[C:6](=[CH:7][C:8]([C:12]3[NH:13][C:14]4[N:15]([N:19]=[CH:20][C:21]=4[C:22]4[O:23][CH:26]=[CH:27][N:24]=4)[C:16](=[O:18])[CH:17]=3)=[CH:9][CH:10]=2)[CH:5]=[N:4]1)[CH3:2]. (2) Given the reactants COC1OCC([CH2:9][O:10][C:11]2[CH:16]=[CH:15][N:14]=[C:13]([CH2:17][S:18]([C:20]3[NH:24][C:23]4[CH:25]=[CH:26][CH:27]=[CH:28][C:22]=4[N:21]=3)=[O:19])[C:12]=2[CH3:29])CO1.[Na:30].COC1OCC(COC2C=CN=C(CS(C3NC4C=CC=CC=4N=3)=O)C=2C)CO1.[CH3:60][C:61]1([CH3:70])[O:66][CH2:65][CH:64]([CH2:67]CO)[CH2:63][O:62]1, predict the reaction product. The product is: [Na:30].[CH3:60][C:61]1([CH3:70])[O:66][CH2:65][CH:64]([CH2:67][CH2:9][O:10][C:11]2[CH:16]=[CH:15][N:14]=[C:13]([CH2:17][S:18]([C:20]3[NH:24][C:23]4[CH:25]=[CH:26][CH:27]=[CH:28][C:22]=4[N:21]=3)=[O:19])[C:12]=2[CH3:29])[CH2:63][O:62]1. (3) Given the reactants [I:1][C:2]1[CH:6]=[CH:5][NH:4][N:3]=1.[H-].[Na+].F[C:10]1[CH:11]=[N:12][CH:13]=[C:14]([CH:17]=1)[C:15]#[N:16], predict the reaction product. The product is: [I:1][C:2]1[CH:6]=[CH:5][N:4]([C:10]2[CH:11]=[N:12][CH:13]=[C:14]([CH:17]=2)[C:15]#[N:16])[N:3]=1. (4) Given the reactants [CH:1]1([C:7]2[CH:12]=[CH:11][C:10]([OH:13])=[CH:9][CH:8]=2)[CH2:6][CH2:5][CH2:4][CH2:3][CH2:2]1.[CH2:14]([CH:16]1[O:18][CH2:17]1)Cl, predict the reaction product. The product is: [CH:1]1([C:7]2[CH:8]=[CH:9][C:10]([O:13][CH2:14][CH:16]3[CH2:17][O:18]3)=[CH:11][CH:12]=2)[CH2:2][CH2:3][CH2:4][CH2:5][CH2:6]1.